Predict the product of the given reaction. From a dataset of Forward reaction prediction with 1.9M reactions from USPTO patents (1976-2016). (1) The product is: [OH:13][C@@H:10]1[CH2:11][CH2:12][N:8]([C:5]2[N:6]=[CH:7][C:2]([NH:1][C:21](=[O:22])[O:23][C:24]3[CH:29]=[CH:28][CH:27]=[CH:26][CH:25]=3)=[CH:3][CH:4]=2)[CH2:9]1. Given the reactants [NH2:1][C:2]1[CH:3]=[CH:4][C:5]([N:8]2[CH2:12][CH2:11][C@@H:10]([OH:13])[CH2:9]2)=[N:6][CH:7]=1.N1C=CC=CC=1.Cl[C:21]([O:23][C:24]1[CH:29]=[CH:28][CH:27]=[CH:26][CH:25]=1)=[O:22], predict the reaction product. (2) The product is: [CH:11]1([S:16]([C:19]([C:22]2[CH:27]=[C:26]([N:28]3[CH2:33][CH2:32][O:31][CH2:30][C@@H:29]3[CH3:34])[N:25]=[C:24]([C:35]3[CH:36]=[CH:37][C:38]([NH:39][C:2](=[O:3])[O:4][C:5]4[CH:10]=[CH:9][CH:8]=[CH:7][CH:6]=4)=[CH:40][CH:41]=3)[N:23]=2)([CH3:20])[CH3:21])(=[O:17])=[O:18])[CH2:12][CH2:13][CH2:14][CH2:15]1. Given the reactants Cl[C:2]([O:4][C:5]1[CH:10]=[CH:9][CH:8]=[CH:7][CH:6]=1)=[O:3].[CH:11]1([S:16]([C:19]([C:22]2[CH:27]=[C:26]([N:28]3[CH2:33][CH2:32][O:31][CH2:30][C@@H:29]3[CH3:34])[N:25]=[C:24]([C:35]3[CH:41]=[CH:40][C:38]([NH2:39])=[CH:37][CH:36]=3)[N:23]=2)([CH3:21])[CH3:20])(=[O:18])=[O:17])[CH2:15][CH2:14][CH2:13][CH2:12]1.C(=O)([O-])O.[Na+], predict the reaction product. (3) Given the reactants [F:1][C:2]([F:13])([F:12])[C:3]1[CH:8]=[CH:7][C:6](B(O)O)=[CH:5][CH:4]=1.P([O-])([O-])([O-])=O.[K+].[K+].[K+].O.[F:23][C:24]([F:35])([F:34])[C:25]1[CH:33]=[CH:32][C:28]([C:29](Cl)=[O:30])=[CH:27][CH:26]=1.C(=O)([O-])O.[Na+], predict the reaction product. The product is: [F:1][C:2]([F:13])([F:12])[C:3]1[CH:8]=[CH:7][C:6]([C:29]([C:28]2[CH:27]=[CH:26][C:25]([C:24]([F:23])([F:34])[F:35])=[CH:33][CH:32]=2)=[O:30])=[CH:5][CH:4]=1. (4) Given the reactants [F:1][C:2]1[CH:3]=[C:4]([CH:6]=[CH:7][C:8]=1[O:9][C:10]1[CH:15]=[CH:14][N:13]=[C:12]2[CH:16]=[C:17](I)[S:18][C:11]=12)[NH2:5].[O:20]1[C:24]2([CH2:29][CH2:28][C:27](B(O)O)=[CH:26][CH2:25]2)[O:23][CH2:22][CH2:21]1.C([O-])([O-])=O.[Na+].[Na+], predict the reaction product. The product is: [O:20]1[C:24]2([CH2:29][CH2:28][C:27]([C:17]3[S:18][C:11]4[C:12](=[N:13][CH:14]=[CH:15][C:10]=4[O:9][C:8]4[CH:7]=[CH:6][C:4]([NH2:5])=[CH:3][C:2]=4[F:1])[CH:16]=3)=[CH:26][CH2:25]2)[O:23][CH2:22][CH2:21]1. (5) Given the reactants [C:1]([O:5][C:6]([NH:8][C@@H:9]([CH2:13][O:14][C:15]1[CH:20]=[CH:19][C:18]([F:21])=[CH:17][C:16]=1[N+:22]([O-])=O)[C:10]([OH:12])=[O:11])=[O:7])([CH3:4])([CH3:3])[CH3:2].ClCCl.CO, predict the reaction product. The product is: [NH2:22][C:16]1[CH:17]=[C:18]([F:21])[CH:19]=[CH:20][C:15]=1[O:14][CH2:13][C@H:9]([NH:8][C:6]([O:5][C:1]([CH3:4])([CH3:2])[CH3:3])=[O:7])[C:10]([OH:12])=[O:11]. (6) Given the reactants [CH3:1][O-:2].[Na+].CO.[CH2:6]([O:8][C:9]([C:11]1[CH:15]=[C:14]([C:16]2[CH:21]=[CH:20][CH:19]=[CH:18][N:17]=2)[N:13]([C:22]2[N:23]=[N:24][C:25](Cl)=[CH:26][CH:27]=2)[N:12]=1)=[O:10])C, predict the reaction product. The product is: [CH3:6][O:8][C:9]([C:11]1[CH:15]=[C:14]([C:16]2[CH:21]=[CH:20][CH:19]=[CH:18][N:17]=2)[N:13]([C:22]2[N:23]=[N:24][C:25]([O:2][CH3:1])=[CH:26][CH:27]=2)[N:12]=1)=[O:10]. (7) Given the reactants [CH2:1]([O:3][C:4]([C:6]1[N:7]([CH2:18][C:19]2[C:20]3[CH:27]=[C:26]([F:28])[CH:25]=[CH:24][C:21]=3[S:22][CH:23]=2)[C:8]2[C:13]([C:14]=1[CH2:15][NH2:16])=[CH:12][C:11]([F:17])=[CH:10][CH:9]=2)=[O:5])[CH3:2].Cl.[CH3:30][S:31](Cl)(=[O:33])=[O:32], predict the reaction product. The product is: [CH2:1]([O:3][C:4]([C:6]1[N:7]([CH2:18][C:19]2[C:20]3[CH:27]=[C:26]([F:28])[CH:25]=[CH:24][C:21]=3[S:22][CH:23]=2)[C:8]2[C:13]([C:14]=1[CH2:15][NH:16][S:31]([CH3:30])(=[O:33])=[O:32])=[CH:12][C:11]([F:17])=[CH:10][CH:9]=2)=[O:5])[CH3:2].